Dataset: NCI-60 drug combinations with 297,098 pairs across 59 cell lines. Task: Regression. Given two drug SMILES strings and cell line genomic features, predict the synergy score measuring deviation from expected non-interaction effect. (1) Drug 1: COC1=CC(=CC(=C1O)OC)C2C3C(COC3=O)C(C4=CC5=C(C=C24)OCO5)OC6C(C(C7C(O6)COC(O7)C8=CC=CS8)O)O. Drug 2: CC1=C(C(=O)C2=C(C1=O)N3CC4C(C3(C2COC(=O)N)OC)N4)N. Cell line: UACC62. Synergy scores: CSS=42.4, Synergy_ZIP=-11.3, Synergy_Bliss=-8.63, Synergy_Loewe=-4.92, Synergy_HSA=-2.76. (2) Drug 1: C1CCC(C1)C(CC#N)N2C=C(C=N2)C3=C4C=CNC4=NC=N3. Drug 2: CC12CCC3C(C1CCC2OP(=O)(O)O)CCC4=C3C=CC(=C4)OC(=O)N(CCCl)CCCl.[Na+]. Cell line: HCT116. Synergy scores: CSS=-7.96, Synergy_ZIP=-3.85, Synergy_Bliss=-13.2, Synergy_Loewe=-16.3, Synergy_HSA=-15.3. (3) Drug 1: C1CCN(CC1)CCOC2=CC=C(C=C2)C(=O)C3=C(SC4=C3C=CC(=C4)O)C5=CC=C(C=C5)O. Drug 2: CN(C(=O)NC(C=O)C(C(C(CO)O)O)O)N=O. Cell line: SW-620. Synergy scores: CSS=3.93, Synergy_ZIP=-0.884, Synergy_Bliss=6.28, Synergy_Loewe=-4.33, Synergy_HSA=-1.19.